Dataset: Catalyst prediction with 721,799 reactions and 888 catalyst types from USPTO. Task: Predict which catalyst facilitates the given reaction. (1) Reactant: [ClH:1].[Br:2][C:3]1[CH:4]=[CH:5][C:6]2[C:7]3[N:15]([CH2:16][CH2:17][CH2:18][CH2:19][CH2:20][S:21]C(=N)N)[C:14]([CH2:25][O:26][CH2:27][CH3:28])=[N:13][C:8]=3[CH:9]=[N:10][C:11]=2[CH:12]=1.Cl([O-])(=O)=[O:30].[Na+].[OH2:34]. Product: [Br:2][C:3]1[CH:4]=[CH:5][C:6]2[C:7]3[N:15]([CH2:16][CH2:17][CH2:18][CH2:19][CH2:20][S:21]([Cl:1])(=[O:30])=[O:34])[C:14]([CH2:25][O:26][CH2:27][CH3:28])=[N:13][C:8]=3[CH:9]=[N:10][C:11]=2[CH:12]=1. The catalyst class is: 33. (2) Reactant: [F:1][C:2]([F:12])([F:11])[C:3]1[CH:10]=[CH:9][CH:8]=[CH:7][C:4]=1[CH:5]=O.[CH3:13][C:14]([CH3:16])=[O:15].[OH-].[Na+].O. Product: [F:1][C:2]([F:12])([F:11])[C:3]1[CH:10]=[CH:9][CH:8]=[CH:7][C:4]=1[CH:5]=[CH:13][C:14](=[O:15])[CH:16]=[CH:5][C:4]1[CH:7]=[CH:8][CH:9]=[CH:10][C:3]=1[C:2]([F:1])([F:11])[F:12]. The catalyst class is: 8.